From a dataset of Full USPTO retrosynthesis dataset with 1.9M reactions from patents (1976-2016). Predict the reactants needed to synthesize the given product. Given the product [CH2:1]([C:3]1[C:11]2[C:6](=[CH:7][CH:8]=[CH:9][C:10]=2[NH:12][C:13]([C:15]2[N:19]3[CH:20]=[CH:21][C:22]([C:24]4[O:25][CH:36]=[N:27][N:26]=4)=[CH:23][C:18]3=[N:17][CH:16]=2)=[O:14])[N:5]([CH2:28][C:29]2[CH:34]=[CH:33][CH:32]=[C:31]([CH3:35])[N:30]=2)[N:4]=1)[CH3:2], predict the reactants needed to synthesize it. The reactants are: [CH2:1]([C:3]1[C:11]2[C:6](=[CH:7][CH:8]=[CH:9][C:10]=2[NH:12][C:13]([C:15]2[N:19]3[CH:20]=[CH:21][C:22]([C:24]([NH:26][NH2:27])=[O:25])=[CH:23][C:18]3=[N:17][CH:16]=2)=[O:14])[N:5]([CH2:28][C:29]2[CH:34]=[CH:33][CH:32]=[C:31]([CH3:35])[N:30]=2)[N:4]=1)[CH3:2].[CH3:36]OC(OC)OC.